This data is from TCR-epitope binding with 47,182 pairs between 192 epitopes and 23,139 TCRs. The task is: Binary Classification. Given a T-cell receptor sequence (or CDR3 region) and an epitope sequence, predict whether binding occurs between them. (1) The epitope is GVAMPNLYK. The TCR CDR3 sequence is CASSQGREKLFF. Result: 0 (the TCR does not bind to the epitope). (2) The epitope is IQYIDIGNY. The TCR CDR3 sequence is CASSSGTGSTDTQYF. Result: 1 (the TCR binds to the epitope).